Task: Binary Classification. Given a drug SMILES string, predict its activity (active/inactive) in a high-throughput screening assay against a specified biological target.. Dataset: Cav3 T-type calcium channel HTS with 100,875 compounds The compound is O(c1cc(CN2CCN(CC2)C)ccc1OC)Cc1ccccc1. The result is 0 (inactive).